Predict the reactants needed to synthesize the given product. From a dataset of Full USPTO retrosynthesis dataset with 1.9M reactions from patents (1976-2016). Given the product [CH2:21]([CH:14]([CH2:13][C:10]1[NH:11][CH:12]=[C:8]([CH2:1][CH2:2][CH2:3][CH2:4][CH2:5][CH2:6][CH3:7])[CH:9]=1)[C:15]([OH:17])=[O:16])[CH3:22], predict the reactants needed to synthesize it. The reactants are: [CH2:1]([C:8]1[CH:9]=[C:10]([CH2:13][CH2:14][C:15]([O:17]CC)=[O:16])[NH:11][CH:12]=1)[CH2:2][CH2:3][CH2:4][CH2:5][CH2:6][CH3:7].Cl.[CH3:21][CH2:22]OC(C)=O.